From a dataset of Drug-target binding data from BindingDB using Ki measurements. Regression. Given a target protein amino acid sequence and a drug SMILES string, predict the binding affinity score between them. We predict pKi (pKi = -log10(Ki in M); higher means stronger inhibition). Dataset: bindingdb_ki. (1) The compound is COC1OC(CO)C(OC2OC(CO)C(O)C(N)C2O)C(O)C1NC(C)=O. The target protein (P50127) has sequence MNVKGRVVLSMLLVSTVMVVFWEYINSPEGSLFWIYQSKNPEVGSSAQRGWWFPSWFNNGTHSYHEEEDAIGNEKEQRKEDNRGELPLVDWFNPEKRPEVVTITRWKAPVVWEGTYNRAVLDNYYAKQKITVGLTVFAVGRYIEHYLEEFLISANTYFMVGHKVIFYIMVDDISRMPLIELGPLRSFKVFEIKSEKRWQDISMMRMKTIGEHILAHIQHEVDFLFCMDVDQVFQNNFGVETLGQSVAQLQAWWYKAHPDEFTYERRKESAAYIPFGQGDFYYHAAIFGGTPTQVLNITQECFKGILQDKENDIEAEWHDESHLNKYFLLNKPTKILSPEYCWDYHIGMSVDIRIVKIAWQKKEYNLVRNNI. The pKi is 4.0. (2) The drug is Cc1ccccc1CNC(=O)[C@H]1N(C(=O)[C@@H](O)[C@H](Cc2ccccc2)NC(=O)c2cccc(O)c2C)CSC1(C)C. The target protein sequence is PQITLWQRPLVTIKIGGQLKEALLDTGADDTVLEEISLPGRWKPKMIGGIGGFIKVRQYDQILIEICGHKAIGTVLVGPTPVNIIGRNLLTQIGCTLNF. The pKi is 9.7. (3) The drug is COc1ccc(CCN2CCN(CCCc3ccccc3)CC2)cc1OO. The target protein (Q9BY08) has sequence MGAEWELGAEAGGSLLLCAALLAAGCALGLRLGRGQGAADRGALIWLCYDALVHFALEGPFVYLSLVGNVANSDGLIASLWKEYGKADARWVYFDPTIVSVEILTVALDGSLALFLIYAIVKEKYYRHFLQITLCVCELYGCWMTFLPEWLTRSPNLNTSNWLYCWLYLFFFNGVWVLIPGLLLWQSWLELKKMHQKETSSVKKFQ. The pKi is 8.7. (4) The drug is CN[C@@H](C)C(=O)N[C@H]1CN(C(C)=O)CC[C@H]2CC[C@@H](C(=O)NC(c3ccccc3)c3ccccc3)N2C1=O. The target protein (Q96P09) has sequence MTGYEARLITFGTWMYSVNKEQLARAGFYAIGQEDKVQCFHCGGGLANWKPKEDPWEQHAKWYPGCKYLLEEKGHEYINNIHLTRSLEGALVQTTKKTPSLTKRISDTIFPNPMLQEAIRMGFDFKDVKKIMEERIQTSGSNYKTLEVLVADLVSAQKDTTENELNQTSLQREISPEEPLRRLQEEKLCKICMDRHIAVVFIPCGHLVTCKQCAEAVDRCPMCSAVIDFKQRVFMS. The pKi is 8.7. (5) The small molecule is C#CC(C)(C)C. The target protein (P00178) has sequence MEFSLLLLLAFLAGLLLLLFRGHPKAHGRLPPGPSPLPVLGNLLQMDRKGLLRSFLRLREKYGDVFTVYLGSRPVVVLCGTDAIREALVDQAEAFSGRGKIAVVDPIFQGYGVIFANGERWRALRRFSLATMRDFGMGKRSVEERIQEEARCLVEELRKSKGALLDNTLLFHSITSNIICSIVFGKRFDYKDPVFLRLLDLFFQSFSLISSFSSQVFELFPGFLKHFPGTHRQIYRNLQEINTFIGQSVEKHRATLDPSNPRDFIDVYLLRMEKDKSDPSSEFHHQNLILTVLSLFFAGTETTSTTLRYGFLLMLKYPHVTERVQKEIEQVIGSHRPPALDDRAKMPYTDAVIHEIQRLGDLIPFGVPHTVTKDTQFRGYVIPKNTEVFPVLSSALHDPRYFETPNTFNPGHFLDANGALKRNEGFMPFSLGKRICLGEGIARTELFLFFTTILQNFSIASPVPPEDIDLTPRESGVGNVPPSYQIRFLAR. The pKi is 4.1. (6) The small molecule is CCN(CC)C(=O)Cc1c(-c2ccc(F)cc2)nc2c(C)cc(C)nn12. The target protein (P30536) has sequence MAPPWVPAMGFTLAPSLGCFVGSRFVHGEGLRWYAGLQKPSWHPPHWVLGPVWGTLYSAMGYGSYLVWKELGGFTEKAVVPLGLYTGQLALNWAWPPIFFGARQMGWALVDLLLVSGAAAATTVAWYQVSPLAARLLYPYLAWLAFTTTLNYCVWRDNHGWRGGRRLPE. The pKi is 8.6. (7) The small molecule is O=C(c1ccc2ccccc2n1)N1CCN(c2ccccc2O)CC1. The target protein sequence is MSRRLNNILEHISIQGNDGETVRAVKRDVAMAALTNQFTMSVESMRQIMTYLLYEMVEGLEGRESTVRMLPSYVYKADPKRATGVFYALDLGGTNFRVLRVACKEGAVVDSSTSAFKIPKYALEGNATDLFGFIASNVKKTMETRAPEDLNRTVPLGFTFSFPVEQTKVNRGVLIRWTKGFSTKGVQGNDVIALLQAAFGRVSLKVNVVALCNDTVGTLISHYFKDPEVQVGVIIGTGSNACYFETASAVTKDPAVAARGSALTPINMESGNFDSKYRFVLPTTKFDLDIDDASLNKGQQALEKMISGMYLGEIARRVIVHLSSINCLPAALQTALGNRGSFESRFAGMISADRMPGLQFTRSTIQKVCGVDVQSIEDLRIIRDVCRLVRGRAAQLSASFCCAPLVKTQTQGRATIAIDGSVFEKIPSFRRVLQDNINRILGPECDVRAVLAKDGSGIGAAFISAMVVNDK. The pKi is 4.0. (8) The target protein (P11444) has sequence MSEVLITGLRTRAVNVPLAYPVHTAVGTVGTAPLVLIDLATSAGVVGHSYLFAYTPVALKSLKQLLDDMAAMIVNEPLAPVSLEAMLAKRFCLAGYTGLIRMAAAGIDMAAWDALGKVHETPLVKLLGANARPVQAYDSHSLDGVKLATERAVTAAELGFRAVKTKIGYPALDQDLAVVRSIRQAVGDDFGIMVDYNQSLDVPAAIKRSQALQQEGVTWIEEPTLQHDYEGHQRIQSKLNVPVQMGENWLGPEEMFKALSIGACRLAMPDAMKIGGVTGWIRASALAQQFGIPMSSHLFQEISAHLLAATPTAHWLERLDLAGSVIEPTLTFEGGNAVIPDLPGVGIIWREKEIGKYLV. The small molecule is O=C([O-])C(=O)CF. The pKi is 2.9. (9) The compound is CC[C@H](C)CN(C[C@@H](O)[C@H](Cc1ccccc1)NC(=O)c1cccc(O)c1)S(=O)(=O)c1ccc(-c2ccno2)s1. The target protein sequence is PQITLWQRPIVTVKIGGQLREALLDTGADDTVLEDINLPGKWKPKMIGGIGGFIKVKQYEQVLIEICGKKVISTVLVGPTPVNVIGRNMMTQIGCTLNF. The pKi is 7.3. (10) The small molecule is CN1C(=O)C(=CNC(CC(=O)O)C(=O)O)C(=O)N(C)C1=O. The target protein (Q9GZT4) has sequence MCAQYCISFADVEKAHINIRDSIHLTPVLTSSILNQLTGRNLFFKCELFQKTGSFKIRGALNAVRSLVPDALERKPKAVVTHSSGNHGQALTYAAKLEGIPAYIVVPQTAPDCKKLAIQAYGASIVYCEPSDESRENVAKRVTEETEGIMVHPNQEPAVIAGQGTIALEVLNQVPLVDALVVPVGGGGMLAGIAITVKALKPSVKVYAAEPSNADDCYQSKLKGKLMPNLYPPETIADGVKSSIGLNTWPIIRDLVDDIFTVTEDEIKCATQLVWERMKLLIEPTAGVGVAAVLSQHFQTVSPEVKNICIVLSGGNVDLTSSITWVKQAERPASYQSVSV. The pKi is 2.8.